Task: Predict the reaction yield, written as a fraction of the theoretical maximum amount of product (1.0 means a 100% yield; for example, 0.34 means a 34% yield).. Dataset: Reaction yield outcomes from USPTO patents with 853,638 reactions (1) The reactants are [F:1][CH:2]([F:30])[O:3][C:4]1[C:9]2[O:10][C:11]3[CH:16]=[CH:15][C:14]([N+:17]([O-:19])=[O:18])=[CH:13][C:12]=3[C:8]=2[C:7]([C:20]2[O:21][CH2:22][CH:23]([C:25]([O:27][CH2:28][CH3:29])=[O:26])[N:24]=2)=[CH:6][CH:5]=1.N12CCCC=C1CCCNC2.O. The catalyst is C(#N)C.C(Cl)(Cl)(Cl)Cl.N1C=CC=CC=1. The product is [F:30][CH:2]([F:1])[O:3][C:4]1[C:9]2[O:10][C:11]3[CH:16]=[CH:15][C:14]([N+:17]([O-:19])=[O:18])=[CH:13][C:12]=3[C:8]=2[C:7]([C:20]2[O:21][CH:22]=[C:23]([C:25]([O:27][CH2:28][CH3:29])=[O:26])[N:24]=2)=[CH:6][CH:5]=1. The yield is -0.940. (2) No catalyst specified. The product is [NH:16]1[C:17]2[C:12](=[N:11][CH:10]=[CH:9][CH:18]=2)[CH:13]=[C:14]([C:21]([NH2:27])=[O:23])[CH2:15]1. The reactants are FC1C=CC(C[C:9]2[CH:18]=[C:17]3[C:12]([C:13](O)=[C:14]([C:21]([O:23]CC)=O)[C:15](=O)[N:16]3C)=[N:11][CH:10]=2)=CC=1.[NH2:27]CCN1CCNC1=O. The yield is 0.980. (3) No catalyst specified. The product is [NH2:11][C:12]1[N:13]=[C:14]([N:23]2[CH2:24][CH2:25][N:26]([C:29](=[O:39])[CH2:30][O:31][C:32]3[CH:37]=[CH:36][C:35]([Cl:38])=[CH:34][CH:33]=3)[CH2:27][CH2:28]2)[C:15]2[N:21]=[C:20]([C:6]3[C:2]([CH3:1])=[N:3][O:4][C:5]=3[CH3:10])[CH:19]=[CH:18][C:16]=2[N:17]=1. The reactants are [CH3:1][C:2]1[C:6](B(O)O)=[C:5]([CH3:10])[O:4][N:3]=1.[NH2:11][C:12]1[N:13]=[C:14]([N:23]2[CH2:28][CH2:27][N:26]([C:29](=[O:39])[CH2:30][O:31][C:32]3[CH:37]=[CH:36][C:35]([Cl:38])=[CH:34][CH:33]=3)[CH2:25][CH2:24]2)[C:15]2[N:21]=[C:20](Cl)[CH:19]=[CH:18][C:16]=2[N:17]=1. The yield is 0.530. (4) The reactants are [NH2:1][C@H:2]([C:9]1[CH:14]=[CH:13][CH:12]=[CH:11][CH:10]=1)[CH2:3][C:4]([O:6]CC)=O.[CH3:15][C:16]1[N:17]=[C:18]2[C:23](=O)[CH2:22][CH2:21][CH2:20][N:19]2[C:25]=1[CH3:26].CC(C)([O-])C.[K+].[Cl-].[NH4+]. The catalyst is C1(C)C=CC=CC=1.O1CCCC1.O.C1(C)C=CC(S(O)(=O)=O)=CC=1.O. The product is [CH3:15][C:16]1[N:17]=[C:18]2[C:23]3[NH:1][C@H:2]([C:9]4[CH:10]=[CH:11][CH:12]=[CH:13][CH:14]=4)[CH2:3][C:4](=[O:6])[C:22]=3[CH2:21][CH2:20][N:19]2[C:25]=1[CH3:26]. The yield is 0.880. (5) The reactants are [NH2:1][C@H:2]1[CH2:6][CH2:5][O:4][C:3]1=[O:7].[BrH:8]. The catalyst is CC(O)=O. The product is [BrH:8].[NH2:1][C@@H:2]([CH2:6][CH2:5][Br:8])[C:3]([OH:4])=[O:7]. The yield is 0.980. (6) The reactants are [H-].[Na+].[F:3][C:4]1[CH:9]=[CH:8][C:7]([C:10]([CH3:14])([CH3:13])[CH2:11][OH:12])=[CH:6][CH:5]=1.[CH2:15]1COCC1. The catalyst is IC. The product is [F:3][C:4]1[CH:5]=[CH:6][C:7]([C:10]([CH3:14])([CH3:13])[CH2:11][O:12][CH3:15])=[CH:8][CH:9]=1. The yield is 0.790. (7) The reactants are [C:1]([O:5][C:6]([N:8]1[CH2:13][CH2:12][N:11]([C:14]2[CH:22]=[CH:21][C:17]([C:18]([OH:20])=O)=[CH:16][C:15]=2[CH3:23])[CH2:10][CH2:9]1)=[O:7])([CH3:4])([CH3:3])[CH3:2].Cl.[CH2:25]([NH2:27])[CH3:26].Cl.C(N=C=NCCCN(C)C)C.O.N1(O)C2C=CC=CC=2N=N1.CN1CCOCC1. The catalyst is CN(C=O)C.O. The product is [CH2:25]([NH:27][C:18]([C:17]1[CH:21]=[CH:22][C:14]([N:11]2[CH2:10][CH2:9][N:8]([C:6]([O:5][C:1]([CH3:3])([CH3:2])[CH3:4])=[O:7])[CH2:13][CH2:12]2)=[C:15]([CH3:23])[CH:16]=1)=[O:20])[CH3:26]. The yield is 0.990.